From a dataset of Full USPTO retrosynthesis dataset with 1.9M reactions from patents (1976-2016). Predict the reactants needed to synthesize the given product. Given the product [CH2:1]([N:3]1[CH2:16][C@@H:15]2[C@H:10]([CH2:11][CH2:12][C@:13]3([CH3:26])[C:19]([C:20]4[CH:21]=[N:22][CH:23]=[C:24]([CH3:30])[CH:25]=4)=[CH:18][CH2:17][C@H:14]32)[C@:9]2([CH3:27])[C:4]1=[CH:5][C:6](=[O:28])[CH2:7][CH2:8]2)[CH3:2], predict the reactants needed to synthesize it. The reactants are: [CH2:1]([N:3]1[CH2:16][C@@H:15]2[C@H:10]([CH2:11][CH2:12][C@:13]3([CH3:26])[C:19]([C:20]4[CH:21]=[N:22][CH:23]=[CH:24][CH:25]=4)=[CH:18][CH2:17][C@H:14]32)[C@:9]2([CH3:27])[C:4]1=[CH:5][C:6](=[O:28])[CH2:7][CH2:8]2)[CH3:2].Cl[C:30]1C=C(B(OCC)OCC)C=NC=1.